Dataset: Drug-target binding data from BindingDB using IC50 measurements. Task: Regression. Given a target protein amino acid sequence and a drug SMILES string, predict the binding affinity score between them. We predict pIC50 (pIC50 = -log10(IC50 in M); higher means more potent). Dataset: bindingdb_ic50. The drug is CC(=O)c1cccc(C2=C(c3ccc(S(C)(=O)=O)cc3)OC(C)(C)C2=O)c1. The target protein (P22437) has sequence MSRRSLSLWFPLLLLLLLPPTPSVLLADPGVPSPVNPCCYYPCQNQGVCVRFGLDNYQCDCTRTGYSGPNCTIPEIWTWLRNSLRPSPSFTHFLLTHGYWLWEFVNATFIREVLMRLVLTVRSNLIPSPPTYNSAHDYISWESFSNVSYYTRILPSVPKDCPTPMGTKGKKQLPDVQLLAQQLLLRREFIPAPQGTNILFAFFAQHFTHQFFKTSGKMGPGFTKALGHGVDLGHIYGDNLERQYHLRLFKDGKLKYQVLDGEVYPPSVEQASVLMRYPPGVPPERQMAVGQEVFGLLPGLMLFSTIWLREHNRVCDLLKEEHPTWDDEQLFQTTRLILIGETIKIVIEEYVQHLSGYFLQLKFDPELLFRAQFQYRNRIAMEFNHLYHWHPLMPNSFQVGSQEYSYEQFLFNTSMLVDYGVEALVDAFSRQRAGRIGGGRNFDYHVLHVAVDVIKESREMRLQPFNEYRKRFGLKPYTSFQELTGEKEMAAELEELYGDI.... The pIC50 is 3.9.